From a dataset of Forward reaction prediction with 1.9M reactions from USPTO patents (1976-2016). Predict the product of the given reaction. (1) Given the reactants [S:1]1[C:5]2[CH:6]=[CH:7][CH:8]=[CH:9][C:4]=2[N:3]=[C:2]1[CH2:10][O:11][C:12]1[CH:37]=[CH:36][C:15]2[N:16]([CH2:28][C:29]3[CH:34]=[CH:33][C:32](Br)=[CH:31][CH:30]=3)[C:17]([C@H:19]3[CH2:24][CH2:23][CH2:22][CH2:21][C@H:20]3[C:25]([OH:27])=[O:26])=[N:18][C:14]=2[CH:13]=1.[CH3:38][O:39][C:40]1[N:45]=[CH:44][C:43](B(O)O)=[CH:42][CH:41]=1, predict the reaction product. The product is: [S:1]1[C:5]2[CH:6]=[CH:7][CH:8]=[CH:9][C:4]=2[N:3]=[C:2]1[CH2:10][O:11][C:12]1[CH:37]=[CH:36][C:15]2[N:16]([CH2:28][C:29]3[CH:34]=[CH:33][C:32]([C:43]4[CH:44]=[N:45][C:40]([O:39][CH3:38])=[CH:41][CH:42]=4)=[CH:31][CH:30]=3)[C:17]([C@H:19]3[CH2:24][CH2:23][CH2:22][CH2:21][C@H:20]3[C:25]([OH:27])=[O:26])=[N:18][C:14]=2[CH:13]=1. (2) Given the reactants [ClH:1].Cl.[NH2:3][CH2:4][CH2:5][N:6]1[C:14]2[C:13]([NH:15][C:16]3[CH:21]=[CH:20][C:19]([O:22][C:23]4[C:28]5[CH:29]=[CH:30][S:31][C:27]=5[CH:26]=[CH:25][CH:24]=4)=[C:18]([Cl:32])[CH:17]=3)=[N:12][CH:11]=[N:10][C:9]=2[CH:8]=[CH:7]1.[OH:33][CH2:34][CH:35]=O.C(O[BH-](OC(=O)C)OC(=O)C)(=O)C.[Na+].C(=O)([O-])O.[Na+], predict the reaction product. The product is: [ClH:32].[ClH:1].[S:31]1[C:27]2[CH:26]=[CH:25][CH:24]=[C:23]([O:22][C:19]3[CH:20]=[CH:21][C:16]([NH:15][C:13]4[C:14]5[N:6]([CH2:5][CH2:4][NH:3][CH2:35][CH2:34][OH:33])[CH:7]=[CH:8][C:9]=5[N:10]=[CH:11][N:12]=4)=[CH:17][C:18]=3[Cl:32])[C:28]=2[CH:29]=[CH:30]1. (3) Given the reactants [CH3:1][C:2]([CH3:5])([O-])[CH3:3].[K+].[O:7]1[CH2:11][CH2:10][CH2:9][CH2:8]1.CS(C)=O, predict the reaction product. The product is: [CH3:10][CH:10]([CH:9]=[CH:8][CH:1]=[C:2]([CH3:5])[CH2:3][CH2:8][CH:1]=[C:2]([CH3:5])[CH3:3])[CH:11]([O:7][CH3:9])[O:7][CH3:11]. (4) Given the reactants Br[CH2:2][CH2:3][N:4]1[C:12](=[O:13])[C:11]2[N:10]([CH2:14][C:15]3[CH:20]=[CH:19][C:18]([Cl:21])=[CH:17][CH:16]=3)[C:9]([O:22][C:23]3[CH:28]=[CH:27][CH:26]=[C:25]([O:29][C:30]([F:33])([F:32])[F:31])[CH:24]=3)=[N:8][C:7]=2[N:6]([CH3:34])[C:5]1=[O:35].[CH3:36][NH:37][CH3:38], predict the reaction product. The product is: [ClH:21].[Cl:21][C:18]1[CH:19]=[CH:20][C:15]([CH2:14][N:10]2[C:11]3[C:12](=[O:13])[N:4]([CH2:3][CH2:2][N:37]([CH3:38])[CH3:36])[C:5](=[O:35])[N:6]([CH3:34])[C:7]=3[N:8]=[C:9]2[O:22][C:23]2[CH:28]=[CH:27][CH:26]=[C:25]([O:29][C:30]([F:33])([F:32])[F:31])[CH:24]=2)=[CH:16][CH:17]=1. (5) Given the reactants [Br:1][C:2]1[CH:7]=[CH:6][C:5]([NH2:8])=[C:4]([C:9]2[CH2:14][CH2:13][C:12]([CH3:16])([CH3:15])[CH2:11][CH:10]=2)[CH:3]=1.[C:17]([C:19]1[N:20]=[C:21]([C:32]([O-])=[O:33])[N:22]([CH2:24][O:25][CH2:26][CH2:27][Si:28]([CH3:31])([CH3:30])[CH3:29])[CH:23]=1)#[N:18].[K+].C1CN([P+](Br)(N2CCCC2)N2CCCC2)CC1.F[P-](F)(F)(F)(F)F.CCN(C(C)C)C(C)C, predict the reaction product. The product is: [Br:1][C:2]1[CH:7]=[CH:6][C:5]([NH:8][C:32]([C:21]2[N:22]([CH2:24][O:25][CH2:26][CH2:27][Si:28]([CH3:31])([CH3:30])[CH3:29])[CH:23]=[C:19]([C:17]#[N:18])[N:20]=2)=[O:33])=[C:4]([C:9]2[CH2:14][CH2:13][C:12]([CH3:16])([CH3:15])[CH2:11][CH:10]=2)[CH:3]=1. (6) Given the reactants [C:1](Cl)(=[O:3])[CH3:2].[NH2:5][C@H:6]([C:8]1[CH:13]=[C:12]([Cl:14])[CH:11]=[CH:10][C:9]=1[CH:15]1[CH2:20][CH2:19][N:18]([C:21]([O:23][C:24]([CH3:27])([CH3:26])[CH3:25])=[O:22])[CH2:17][CH2:16]1)[CH3:7].C(N(CC)CC)C.O, predict the reaction product. The product is: [C:1]([NH:5][C@H:6]([C:8]1[CH:13]=[C:12]([Cl:14])[CH:11]=[CH:10][C:9]=1[CH:15]1[CH2:20][CH2:19][N:18]([C:21]([O:23][C:24]([CH3:26])([CH3:25])[CH3:27])=[O:22])[CH2:17][CH2:16]1)[CH3:7])(=[O:3])[CH3:2].